This data is from Forward reaction prediction with 1.9M reactions from USPTO patents (1976-2016). The task is: Predict the product of the given reaction. (1) Given the reactants [C:1]([C:3]1[CH:4]=[C:5]([CH:9]=[C:10]([C:12]([F:15])([F:14])[F:13])[CH:11]=1)[C:6](O)=[O:7])#[N:2].Cl.[CH3:17][NH:18][O:19][CH3:20].C(N(CC)C(C)C)(C)C.CCOC(OC(OCC)=O)=O, predict the reaction product. The product is: [C:1]([C:3]1[CH:4]=[C:5]([CH:9]=[C:10]([C:12]([F:15])([F:14])[F:13])[CH:11]=1)[C:6]([N:18]([O:19][CH3:20])[CH3:17])=[O:7])#[N:2]. (2) Given the reactants [CH3:1][C:2]1([CH3:17])[C:14]2[C:13]3[CH:12]=[C:11]([CH3:15])[CH:10]=[CH:9][C:8]=3[NH:7][C:6]=2[CH2:5][CH2:4][N:3]1[CH3:16].[H-].[Na+].[O:20]1[CH2:22][CH:21]1[C:23]1[CH:28]=[CH:27][N:26]=[CH:25][CH:24]=1, predict the reaction product. The product is: [N:26]1[CH:27]=[CH:28][C:23]([CH:21]([OH:20])[CH2:22][N:7]2[C:8]3[CH:9]=[CH:10][C:11]([CH3:15])=[CH:12][C:13]=3[C:14]3[C:2]([CH3:17])([CH3:1])[N:3]([CH3:16])[CH2:4][CH2:5][C:6]2=3)=[CH:24][CH:25]=1. (3) Given the reactants [CH3:1][C:2]1[N:3]([C:8]2[CH:12]=[CH:11][N:10]([CH2:13][O:14][CH2:15][CH2:16][Si:17]([CH3:20])([CH3:19])[CH3:18])[N:9]=2)[C:4]([CH3:7])=[CH:5][CH:6]=1.C([Li])CCC.[O:26]1[CH2:29][C:28](=[O:30])[CH2:27]1, predict the reaction product. The product is: [CH3:7][C:4]1[N:3]([C:8]2[CH:12]=[C:11]([C:28]3([OH:30])[CH2:29][O:26][CH2:27]3)[N:10]([CH2:13][O:14][CH2:15][CH2:16][Si:17]([CH3:18])([CH3:20])[CH3:19])[N:9]=2)[C:2]([CH3:1])=[CH:6][CH:5]=1. (4) Given the reactants [NH2:1][C:2]1[C:3]2[C:10]([C:11]3[CH:16]=[CH:15][C:14]([Cl:17])=[CH:13][CH:12]=3)=[CH:9][N:8]([C:18]3[CH:19]=[C:20]([CH2:24][OH:25])[CH:21]=[CH:22][CH:23]=3)[C:4]=2[N:5]=[CH:6][N:7]=1.C(N(CC)CC)C.S(=O)(=O)=O.N1C=CC=CC=1.Cl, predict the reaction product. The product is: [NH2:1][C:2]1[C:3]2[C:10]([C:11]3[CH:12]=[CH:13][C:14]([Cl:17])=[CH:15][CH:16]=3)=[CH:9][N:8]([C:18]3[CH:19]=[C:20]([CH:21]=[CH:22][CH:23]=3)[CH:24]=[O:25])[C:4]=2[N:5]=[CH:6][N:7]=1.